From a dataset of Reaction yield outcomes from USPTO patents with 853,638 reactions. Predict the reaction yield, written as a fraction of the theoretical maximum amount of product (1.0 means a 100% yield; for example, 0.34 means a 34% yield). (1) The reactants are [Cl:1][C:2]1[C:7]([F:8])=[CH:6][N:5]=[C:4]([C:9](OCC)=[O:10])[C:3]=1[F:14].CC(C[AlH]CC(C)C)C.Cl.C([O-])(O)=O.[Na+]. The catalyst is C1(C)C=CC=CC=1. The product is [Cl:1][C:2]1[C:7]([F:8])=[CH:6][N:5]=[C:4]([CH:9]=[O:10])[C:3]=1[F:14]. The yield is 0.960. (2) The reactants are [Cl:1][C:2]1[CH:7]=[CH:6][CH:5]=[C:4]([Cl:8])[C:3]=1[CH2:9][CH2:10][C:11]1[C:15]([CH2:16][OH:17])=[C:14]([CH:18]([CH3:20])[CH3:19])[O:13][N:12]=1.O[C:22]1[CH:27]=[CH:26][C:25]([C:28]2[CH:37]=[C:36]3[C:31]([CH:32]=[CH:33][CH:34]=[C:35]3[C:38]([O:40][CH3:41])=[O:39])=[CH:30][CH:29]=2)=[CH:24][CH:23]=1.C1(P(C2C=CC=CC=2)C2C=CC=CC=2)C=CC=CC=1.N(C(OC(C)C)=O)=NC(OC(C)C)=O. The catalyst is ClCCl. The product is [Cl:1][C:2]1[CH:7]=[CH:6][CH:5]=[C:4]([Cl:8])[C:3]=1[CH2:9][CH2:10][C:11]1[C:15]([CH2:16][O:17][C:22]2[CH:23]=[CH:24][C:25]([C:28]3[CH:37]=[C:36]4[C:31]([CH:32]=[CH:33][CH:34]=[C:35]4[C:38]([O:40][CH3:41])=[O:39])=[CH:30][CH:29]=3)=[CH:26][CH:27]=2)=[C:14]([CH:18]([CH3:20])[CH3:19])[O:13][N:12]=1. The yield is 0.580. (3) The reactants are Br[CH2:2][CH2:3][O:4][CH2:5][CH2:6]Br.[Cl:8][C:9]1[N:14]=[C:13]([N:15]2[CH2:20][CH2:19][O:18][CH2:17][C@H:16]2[CH3:21])[CH:12]=[C:11]([CH2:22][S@:23]([CH3:25])=[O:24])[N:10]=1.[OH-].[Na+]. The catalyst is [Br-].C([N+](CCCCCCCC)(CCCCCCCC)CCCCCCCC)CCCCCCC.CN1C2C(N=C(N)NC=2NCC1CNC1C=CC(C(NC(C(O)=O)CCC(O)=O)=O)=CC=1)=O. The product is [Cl:8][C:9]1[N:14]=[C:13]([N:15]2[CH2:20][CH2:19][O:18][CH2:17][C@H:16]2[CH3:21])[CH:12]=[C:11]([C:22]2([S@:23]([CH3:25])=[O:24])[CH2:6][CH2:5][O:4][CH2:3][CH2:2]2)[N:10]=1. The yield is 0.650. (4) The reactants are [F:1][C:2]1[CH:7]=[CH:6][CH:5]=[C:4](F)[C:3]=1[N+:9]([O-:11])=[O:10].[NH3:12].CO. The catalyst is O. The product is [F:1][C:2]1[C:3]([N+:9]([O-:11])=[O:10])=[C:4]([CH:5]=[CH:6][CH:7]=1)[NH2:12]. The yield is 0.510. (5) The reactants are [C:1]1([S:7][C:8]2[CH:13]=[CH:12][N:11]=[C:10]([NH:14][C:15]3[CH:20]=[CH:19][CH:18]=[C:17]([NH2:21])[CH:16]=3)[N:9]=2)[CH:6]=[CH:5][CH:4]=[CH:3][CH:2]=1.[C:22](O)(=[O:25])[CH:23]=[CH2:24].Cl.CN(C)CCCN=C=NCC.C(N(CC)CC)C.N1(C2C=CN=CC=2)CCCC1. The catalyst is ClCCl. The product is [C:1]1([S:7][C:8]2[CH:13]=[CH:12][N:11]=[C:10]([NH:14][C:15]3[CH:16]=[C:17]([NH:21][C:22](=[O:25])[CH:23]=[CH2:24])[CH:18]=[CH:19][CH:20]=3)[N:9]=2)[CH:6]=[CH:5][CH:4]=[CH:3][CH:2]=1. The yield is 0.330. (6) The catalyst is C(Cl)(Cl)Cl. The yield is 0.964. The product is [CH2:1]([NH:3][C:4]([NH:14][CH2:13][CH2:12][CH2:11][N:6]1[CH2:10][CH2:9][CH2:8][CH2:7]1)=[O:5])[CH3:2]. The reactants are [CH2:1]([N:3]=[C:4]=[O:5])[CH3:2].[N:6]1([CH2:11][CH2:12][CH2:13][NH2:14])[CH2:10][CH2:9][CH2:8][CH2:7]1. (7) The reactants are [Cl:1][C:2]1[C:3]([CH2:8][NH:9][CH:10]=O)=[N:4][CH:5]=[CH:6][CH:7]=1.O=P(Cl)(Cl)Cl. The catalyst is C1(C)C=CC=CC=1. The product is [Cl:1][C:2]1[C:3]2[N:4]([CH:10]=[N:9][CH:8]=2)[CH:5]=[CH:6][CH:7]=1. The yield is 0.900. (8) The reactants are [F:1][C:2]1[CH:8]=[CH:7][C:5]([NH2:6])=[CH:4][C:3]=1[N+:9]([O-:11])=[O:10].[C:12]([O:16][C:17](=O)[O:18]C(C)(C)C)([CH3:15])([CH3:14])[CH3:13]. The catalyst is C(O)C. The product is [F:1][C:2]1[CH:8]=[CH:7][C:5]([NH:6][C:17](=[O:18])[O:16][C:12]([CH3:15])([CH3:14])[CH3:13])=[CH:4][C:3]=1[N+:9]([O-:11])=[O:10]. The yield is 0.880.